From a dataset of Forward reaction prediction with 1.9M reactions from USPTO patents (1976-2016). Predict the product of the given reaction. (1) Given the reactants [CH3:1][N:2]([CH3:26])[C:3]1[CH:4]=[CH:5][C:6]([N+:23]([O-])=[O:24])=[C:7]([CH:9]([O:16]C(=O)C(Cl)(Cl)Cl)C2C=CC=CC=2)[CH:8]=1.CN(C)C1C=CC([N+]([O-])=O)=C(C=1)COC(=O)C(Cl)(Cl)Cl, predict the reaction product. The product is: [CH3:1][N:2]([CH3:26])[C:3]1[CH:4]=[CH:5][C:6]([N:23]=[O:24])=[C:7]([CH:8]=1)[CH:9]=[O:16]. (2) Given the reactants [H-].[Na+].[Br:3][C:4]1[NH:5][C:6]([C:10]([O:12][CH3:13])=[O:11])=[C:7]([Br:9])[N:8]=1.Cl[CH2:15][O:16][CH2:17][CH2:18][Si:19]([CH3:22])([CH3:21])[CH3:20], predict the reaction product. The product is: [Br:3][C:4]1[N:5]([CH2:15][O:16][CH2:17][CH2:18][Si:19]([CH3:22])([CH3:21])[CH3:20])[C:6]([C:10]([O:12][CH3:13])=[O:11])=[C:7]([Br:9])[N:8]=1.